This data is from NCI-60 drug combinations with 297,098 pairs across 59 cell lines. The task is: Regression. Given two drug SMILES strings and cell line genomic features, predict the synergy score measuring deviation from expected non-interaction effect. Drug 1: C1=CC(=C2C(=C1NCCNCCO)C(=O)C3=C(C=CC(=C3C2=O)O)O)NCCNCCO. Drug 2: C1C(C(OC1N2C=C(C(=O)NC2=O)F)CO)O. Cell line: U251. Synergy scores: CSS=58.7, Synergy_ZIP=-4.52, Synergy_Bliss=-5.80, Synergy_Loewe=-1.50, Synergy_HSA=1.13.